Task: Predict the reactants needed to synthesize the given product.. Dataset: Full USPTO retrosynthesis dataset with 1.9M reactions from patents (1976-2016) (1) Given the product [O:19]=[C:15]1[C:14]2[C:2]3[C:3]([C:4]([O:6][CH3:7])=[O:5])=[CH:8][CH:9]=[CH:10][C:11]=3[NH:12][C:13]=2[CH2:18][CH2:17][CH2:16]1, predict the reactants needed to synthesize it. The reactants are: Br[C:2]1[C:11]([NH:12][C:13]2[CH2:18][CH2:17][CH2:16][C:15](=[O:19])[CH:14]=2)=[CH:10][CH:9]=[CH:8][C:3]=1[C:4]([O:6][CH3:7])=[O:5].C1(C)C=CC=CC=1P(C1C=CC=CC=1C)C1C=CC=CC=1C.C(N(CC)CC)C. (2) The reactants are: C([S:8][C:9]1[C:14]([Cl:15])=[CH:13][CH:12]=[CH:11][C:10]=1[NH2:16])C1C=CC=CC=1.[Al+3].[Cl-].[Cl-].[Cl-].CCOC(C)=O. Given the product [ClH:15].[NH2:16][C:10]1[CH:11]=[CH:12][CH:13]=[C:14]([Cl:15])[C:9]=1[SH:8], predict the reactants needed to synthesize it. (3) Given the product [O:37]=[S:2]1(=[O:1])[CH2:3][CH2:4][N:5]([C:8]2[CH:9]=[CH:10][C:11]([C:14]3[S:18][C:17]([C:19]4[CH:20]=[N:21][CH:22]=[C:23]([F:25])[CH:24]=4)=[N:16][C:15]=3[C@@H:26]3[CH2:31][CH2:30][C@H:29]([F:32])[CH2:28][C@H:27]3[C:33]([OH:35])=[O:34])=[CH:12][CH:13]=2)[CH2:6][CH2:7]1, predict the reactants needed to synthesize it. The reactants are: [O:1]=[S:2]1(=[O:37])[CH2:7][CH2:6][N:5]([C:8]2[CH:13]=[CH:12][C:11]([C:14]3[S:18][C:17]([C:19]4[CH:20]=[N:21][CH:22]=[C:23]([F:25])[CH:24]=4)=[N:16][C:15]=3[C@@H:26]3[CH2:31][CH2:30][C@H:29]([F:32])[CH2:28][C@H:27]3[C:33]([O:35]C)=[O:34])=[CH:10][CH:9]=2)[CH2:4][CH2:3]1.CO.[OH-].[Na+].